From a dataset of Full USPTO retrosynthesis dataset with 1.9M reactions from patents (1976-2016). Predict the reactants needed to synthesize the given product. (1) Given the product [CH3:1][N:2]1[CH2:7][CH2:6][CH2:5][C:4]([N+:15]([O-:17])=[O:16])([C:9]2[CH:10]=[CH:11][N:12]=[CH:13][CH:14]=2)[CH2:3]1, predict the reactants needed to synthesize it. The reactants are: [CH3:1][N:2]1[C:7](=S)[CH2:6][CH2:5][C:4]([N+:15]([O-:17])=[O:16])([C:9]2[CH:14]=[CH:13][N:12]=[CH:11][CH:10]=2)[CH2:3]1.[BH4-].[Na+].O. (2) Given the product [CH:18]1([C:16]([NH:15][C:13]2[N:14]=[C:9]3[CH:8]=[CH:7][C:6]([O:5][C:4]4[CH:3]=[C:2]([NH:1][C:33]([C:31]5[S:32][C:28]([S:25]([CH3:24])(=[O:27])=[O:26])=[CH:29][CH:30]=5)=[O:34])[CH:23]=[CH:22][CH:21]=4)=[N:11][N:10]3[CH:12]=2)=[O:17])[CH2:20][CH2:19]1, predict the reactants needed to synthesize it. The reactants are: [NH2:1][C:2]1[CH:3]=[C:4]([CH:21]=[CH:22][CH:23]=1)[O:5][C:6]1[CH:7]=[CH:8][C:9]2[N:10]([CH:12]=[C:13]([NH:15][C:16]([CH:18]3[CH2:20][CH2:19]3)=[O:17])[N:14]=2)[N:11]=1.[CH3:24][S:25]([C:28]1[S:32][C:31]([C:33](O)=[O:34])=[CH:30][CH:29]=1)(=[O:27])=[O:26].Cl.CN(C)CCCN=C=NCC.ON1C2C=CC=CC=2N=N1.